Task: Predict which catalyst facilitates the given reaction.. Dataset: Catalyst prediction with 721,799 reactions and 888 catalyst types from USPTO (1) Reactant: [F:1][C:2]1[CH:10]=[C:9]([N+:11]([O-])=O)[CH:8]=[CH:7][C:3]=1[C:4]([OH:6])=[O:5]. Product: [NH2:11][C:9]1[CH:8]=[CH:7][C:3]([C:4]([OH:6])=[O:5])=[C:2]([F:1])[CH:10]=1. The catalyst class is: 123. (2) Reactant: [Cl:1][C:2]1[N:7]=[C:6]([CH2:8][OH:9])[CH:5]=[CH:4][C:3]=1[O:10][CH2:11][CH:12]1[CH2:14][CH2:13]1.[Mn]([O-])(=O)(=O)=O.[K+].Cl.C[C:23](C)=[O:24]. Product: [Cl:1][C:2]1[N:7]=[C:6]([C:8]([O:24][CH3:23])=[O:9])[CH:5]=[CH:4][C:3]=1[O:10][CH2:11][CH:12]1[CH2:14][CH2:13]1. The catalyst class is: 6. (3) Reactant: [CH2:1]([N:8]1[CH2:13][CH2:12][O:11][CH:10]([CH2:14][N:15]2[C:23]3[C:18](=[CH:19][C:20]([O:24][CH:25]([F:27])[F:26])=[CH:21][CH:22]=3)[C:17]([C:28]3[N:29]=[C:30]4[C:36]([C:37]([NH:39][C:40]([CH3:43])([CH3:42])[CH3:41])=[O:38])=[CH:35][N:34](COCC[Si](C)(C)C)[C:31]4=[N:32][CH:33]=3)=[N:16]2)[CH2:9]1)[C:2]1[CH:7]=[CH:6][CH:5]=[CH:4][CH:3]=1.FC(F)(F)C(O)=O. Product: [C:40]([NH:39][C:37]([C:36]1[C:30]2[C:31](=[N:32][CH:33]=[C:28]([C:17]3[C:18]4[C:23](=[CH:22][CH:21]=[C:20]([O:24][CH:25]([F:27])[F:26])[CH:19]=4)[N:15]([CH2:14][CH:10]4[O:11][CH2:12][CH2:13][N:8]([CH2:1][C:2]5[CH:7]=[CH:6][CH:5]=[CH:4][CH:3]=5)[CH2:9]4)[N:16]=3)[N:29]=2)[NH:34][CH:35]=1)=[O:38])([CH3:43])([CH3:41])[CH3:42]. The catalyst class is: 4. (4) Reactant: [C:1]([NH2:5])([CH3:4])([CH3:3])[CH3:2].CN1CCOCC1.[Cl:13][CH2:14][S:15](Cl)(=[O:17])=[O:16]. Product: [C:1]([NH:5][S:15]([CH2:14][Cl:13])(=[O:17])=[O:16])([CH3:4])([CH3:3])[CH3:2]. The catalyst class is: 757. (5) Reactant: [NH2:1][C:2]1[CH:3]=[N:4][CH:5]=[CH:6][C:7]=1[C:8]1[N:13]=[C:12]([C:14]([F:17])([F:16])[F:15])[N:11]=[C:10]([NH:18][C:19](=[O:25])[O:20][C:21]([CH3:24])([CH3:23])[CH3:22])[CH:9]=1.[Br:26][C:27]1[N:32]=[C:31]([C:33](O)=[O:34])[CH:30]=[CH:29][CH:28]=1.C(Cl)CCl.C1C=NC2N(O)N=NC=2C=1. Product: [Br:26][C:27]1[N:32]=[C:31]([C:33]([NH:1][C:2]2[CH:3]=[N:4][CH:5]=[CH:6][C:7]=2[C:8]2[N:13]=[C:12]([C:14]([F:15])([F:16])[F:17])[N:11]=[C:10]([NH:18][C:19](=[O:25])[O:20][C:21]([CH3:22])([CH3:24])[CH3:23])[CH:9]=2)=[O:34])[CH:30]=[CH:29][CH:28]=1. The catalyst class is: 37.